From a dataset of Catalyst prediction with 721,799 reactions and 888 catalyst types from USPTO. Predict which catalyst facilitates the given reaction. (1) Reactant: [F:1][C:2]1[CH:7]=[CH:6][C:5]([S:8](Cl)(=[O:10])=[O:9])=[CH:4][CH:3]=1.[NH2:12][C:13]1[C:14]([O:28][C:29]2[CH:34]=[CH:33][C:32]([C:35]#[N:36])=[CH:31][CH:30]=2)=[N:15][C:16]([O:19][C:20]2[CH:25]=[CH:24][C:23]([C:26]#[N:27])=[CH:22][CH:21]=2)=[CH:17][CH:18]=1.C(N(CC)CC)C.C(N(CC)C(C)C)(C)C. Product: [C:35]([C:32]1[CH:33]=[CH:34][C:29]([O:28][C:14]2[C:13]([NH:12][S:8]([C:5]3[CH:6]=[CH:7][C:2]([F:1])=[CH:3][CH:4]=3)(=[O:10])=[O:9])=[CH:18][CH:17]=[C:16]([O:19][C:20]3[CH:25]=[CH:24][C:23]([C:26]#[N:27])=[CH:22][CH:21]=3)[N:15]=2)=[CH:30][CH:31]=1)#[N:36]. The catalyst class is: 7. (2) Reactant: [H-].[Al+3].[Li+].[H-].[H-].[H-].[C:7]([N:15]1[CH2:28][CH2:27][C:26]2[C:25]3[C:24]([C:29]4[CH:34]=[CH:33][CH:32]=[CH:31][CH:30]=4)=[CH:23][CH:22]=[CH:21][C:20]=3[NH:19][C:18]=2[CH2:17][CH2:16]1)(=O)[C:8]1[CH:13]=[CH:12][CH:11]=[CH:10][CH:9]=1. Product: [CH2:7]([N:15]1[CH2:28][CH2:27][C:26]2[C:25]3[C:24]([C:29]4[CH:34]=[CH:33][CH:32]=[CH:31][CH:30]=4)=[CH:23][CH:22]=[CH:21][C:20]=3[NH:19][C:18]=2[CH2:17][CH2:16]1)[C:8]1[CH:9]=[CH:10][CH:11]=[CH:12][CH:13]=1. The catalyst class is: 7.